This data is from Peptide-MHC class I binding affinity with 185,985 pairs from IEDB/IMGT. The task is: Regression. Given a peptide amino acid sequence and an MHC pseudo amino acid sequence, predict their binding affinity value. This is MHC class I binding data. The peptide sequence is YTVNYPNL. The MHC is H-2-Kb with pseudo-sequence H-2-Kb. The binding affinity (normalized) is 0.635.